From a dataset of Full USPTO retrosynthesis dataset with 1.9M reactions from patents (1976-2016). Predict the reactants needed to synthesize the given product. (1) Given the product [Cl:39][C:28]1[CH:29]=[CH:30][CH:31]=[C:32]2[C:27]=1[C:22]1[CH:21]=[C:20]([C:18]3[CH:19]=[C:15]4[N:14]=[C:13]([CH3:40])[C:12]([C@H:41]([O:46][C:47]([CH3:48])([CH3:49])[CH3:50])[C:42]([O:44][CH3:45])=[O:43])=[C:11]([N:8]5[CH2:7][CH2:6][C:5]([CH3:51])([O:4][CH2:1][CH:2]=[CH:3][CH2:35][C@H:34]([CH3:36])[O:33]2)[CH2:10][CH2:9]5)[N:16]4[N:17]=3)[CH:25]=[CH:24][C:23]=1[CH3:26], predict the reactants needed to synthesize it. The reactants are: [CH2:1]([O:4][C:5]1([CH3:51])[CH2:10][CH2:9][N:8]([C:11]2[N:16]3[N:17]=[C:18]([C:20]4[CH:21]=[C:22]([C:27]5[C:32]([O:33][C@H:34]([CH2:36]C=C)[CH3:35])=[CH:31][CH:30]=[CH:29][C:28]=5[Cl:39])[C:23]([CH3:26])=[CH:24][CH:25]=4)[CH:19]=[C:15]3[N:14]=[C:13]([CH3:40])[C:12]=2[C@H:41]([O:46][C:47]([CH3:50])([CH3:49])[CH3:48])[C:42]([O:44][CH3:45])=[O:43])[CH2:7][CH2:6]1)[CH:2]=[CH2:3]. (2) The reactants are: CS(O[CH2:6][CH2:7][N:8]1[CH:12]=[C:11]([C:13]2[CH:18]=[C:17]([C:19]([O:21]C)=[O:20])[CH:16]=[CH:15][N:14]=2)[N:10]=[CH:9]1)(=O)=O.[CH3:23][NH:24][C:25]1[CH:30]=[CH:29][CH:28]=[CH:27][CH:26]=1. Given the product [CH3:23][N:24]([C:25]1[CH:30]=[CH:29][CH:28]=[CH:27][CH:26]=1)[CH2:6][CH2:7][N:8]1[CH:12]=[C:11]([C:13]2[CH:18]=[C:17]([C:19]([OH:21])=[O:20])[CH:16]=[CH:15][N:14]=2)[N:10]=[CH:9]1, predict the reactants needed to synthesize it. (3) Given the product [NH2:13][CH2:12][C:11]1[CH:10]=[C:9]([CH:23]=[CH:22][CH:21]=1)[C:7]([N:6]([CH2:5][C:4]1[CH:32]=[C:33]([Cl:35])[CH:34]=[C:2]([Cl:1])[CH:3]=1)[CH2:24][C:25]1[CH:26]=[CH:27][C:28]([F:31])=[CH:29][CH:30]=1)=[O:8], predict the reactants needed to synthesize it. The reactants are: [Cl:1][C:2]1[CH:3]=[C:4]([CH:32]=[C:33]([Cl:35])[CH:34]=1)[CH2:5][N:6]([CH2:24][C:25]1[CH:30]=[CH:29][C:28]([F:31])=[CH:27][CH:26]=1)[C:7]([C:9]1[CH:10]=[C:11]([CH:21]=[CH:22][CH:23]=1)[CH2:12][NH:13]C(=O)OC(C)(C)C)=[O:8].C(O)(C(F)(F)F)=O. (4) Given the product [CH3:1][C:2]1[N:7]=[CH:6][C:5]([CH:8]=[N:11][OH:12])=[CH:4][N:3]=1, predict the reactants needed to synthesize it. The reactants are: [CH3:1][C:2]1[N:7]=[CH:6][C:5]([CH:8]=O)=[CH:4][N:3]=1.Cl.[NH2:11][OH:12].C(=O)([O-])[O-].[Na+].[Na+]. (5) Given the product [CH3:1][O:2][C:3](=[O:17])[C:4]1[C:9]([OH:10])=[CH:8][CH:7]=[CH:6][C:5]=1[O:11][CH2:12][CH2:13][CH2:14][CH2:15][NH2:16].[CH3:1][O:2][C:3](=[O:17])[C:4]1[C:5]([OH:11])=[CH:6][CH:7]=[CH:8][C:9]=1[O:10][CH2:42][CH2:41][CH2:40][CH2:39][NH:38][C:31]([O:33][C:34]([CH3:37])([CH3:36])[CH3:35])=[O:32], predict the reactants needed to synthesize it. The reactants are: [CH3:1][O:2][C:3](=[O:17])[C:4]1[C:9]([OH:10])=[CH:8][CH:7]=[CH:6][C:5]=1[O:11][CH2:12][CH2:13][CH2:14][CH2:15][NH2:16].OCC1C=CC=C(CO)C=1C([O-])=O.[C:31]([NH:38][CH:39](O)[CH2:40][CH2:41][CH3:42])([O:33][C:34]([CH3:37])([CH3:36])[CH3:35])=[O:32].C1(P(C2C=CC=CC=2)C2C=CC=CC=2)C=CC=CC=1.CC(OC(/N=N/C(OC(C)C)=O)=O)C. (6) Given the product [C:36]([O:40][C:41](=[O:42])[NH:43][C:44]([CH3:50])([CH3:49])[CH2:45][C:46]([N:23]1[CH2:22][CH2:21][CH:20]([C:18]2[CH:17]=[CH:16][C:15]([NH:26][C:27]([C:29]3[NH:30][CH:31]=[C:32]([C:34]#[N:35])[N:33]=3)=[O:28])=[C:14]([C:8]3[CH2:13][CH2:12][CH2:11][CH2:10][CH:9]=3)[CH:19]=2)[CH2:25][CH2:24]1)=[O:47])([CH3:39])([CH3:37])[CH3:38], predict the reactants needed to synthesize it. The reactants are: FC(F)(F)C(O)=O.[C:8]1([C:14]2[CH:19]=[C:18]([CH:20]3[CH2:25][CH2:24][NH:23][CH2:22][CH2:21]3)[CH:17]=[CH:16][C:15]=2[NH:26][C:27]([C:29]2[NH:30][CH:31]=[C:32]([C:34]#[N:35])[N:33]=2)=[O:28])[CH2:13][CH2:12][CH2:11][CH2:10][CH:9]=1.[C:36]([O:40][C:41]([NH:43][C:44]([CH3:50])([CH3:49])[CH2:45][C:46](O)=[O:47])=[O:42])([CH3:39])([CH3:38])[CH3:37].C1CN([P+](Br)(N2CCCC2)N2CCCC2)CC1.F[P-](F)(F)(F)(F)F.CCN(C(C)C)C(C)C. (7) The reactants are: [CH:1]([C:3]1[CH:16]=[CH:15][C:14]2[C:5](=[C:6]([O:17][C@H:18]3[CH2:22][N:21](C(OC(C)(C)C)=O)[C@H:20]([C:30]([O:32][CH3:33])=[O:31])[CH2:19]3)[N:7]=[C:8]3[C:13]=2[CH:12]=[CH:11][CH:10]=[CH:9]3)[CH:4]=1)=[CH2:2].[ClH:34]. Given the product [ClH:34].[CH:1]([C:3]1[CH:16]=[CH:15][C:14]2[C:5](=[C:6]([O:17][C@H:18]3[CH2:22][NH:21][C@H:20]([C:30]([O:32][CH3:33])=[O:31])[CH2:19]3)[N:7]=[C:8]3[C:13]=2[CH:12]=[CH:11][CH:10]=[CH:9]3)[CH:4]=1)=[CH2:2], predict the reactants needed to synthesize it.